Dataset: Catalyst prediction with 721,799 reactions and 888 catalyst types from USPTO. Task: Predict which catalyst facilitates the given reaction. (1) Reactant: Cl[C:2]1[C:7]([CH:8]=O)=[CH:6][N:5]=[C:4]([S:10][CH3:11])[N:3]=1.[Cl:12][C:13]1[CH:18]=[CH:17][C:16]([N+:19]([O-:21])=[O:20])=[CH:15][C:14]=1[CH2:22][C:23]([NH:25][O:26][CH3:27])=[O:24].C(=O)([O-])[O-].[K+].[K+]. Product: [Cl:12][C:13]1[CH:18]=[CH:17][C:16]([N+:19]([O-:21])=[O:20])=[CH:15][C:14]=1[C:22]1[C:23](=[O:24])[N:25]([O:26][CH3:27])[C:2]2[N:3]=[C:4]([S:10][CH3:11])[N:5]=[CH:6][C:7]=2[CH:8]=1. The catalyst class is: 3. (2) Reactant: [CH2:1]([CH:3]([CH2:6][CH3:7])[CH2:4][OH:5])[CH3:2].[H-].[Na+].[NH2:10][C:11]1[CH:18]=[CH:17][CH:16]=[C:15](F)[C:12]=1[C:13]#[N:14]. Product: [NH2:10][C:11]1[CH:18]=[CH:17][CH:16]=[C:15]([O:5][CH2:4][CH:3]([CH2:6][CH3:7])[CH2:1][CH3:2])[C:12]=1[C:13]#[N:14]. The catalyst class is: 1.